Dataset: NCI-60 drug combinations with 297,098 pairs across 59 cell lines. Task: Regression. Given two drug SMILES strings and cell line genomic features, predict the synergy score measuring deviation from expected non-interaction effect. (1) Drug 1: CC1C(C(=O)NC(C(=O)N2CCCC2C(=O)N(CC(=O)N(C(C(=O)O1)C(C)C)C)C)C(C)C)NC(=O)C3=C4C(=C(C=C3)C)OC5=C(C(=O)C(=C(C5=N4)C(=O)NC6C(OC(=O)C(N(C(=O)CN(C(=O)C7CCCN7C(=O)C(NC6=O)C(C)C)C)C)C(C)C)C)N)C. Drug 2: CC12CCC3C(C1CCC2O)C(CC4=C3C=CC(=C4)O)CCCCCCCCCS(=O)CCCC(C(F)(F)F)(F)F. Cell line: SK-MEL-5. Synergy scores: CSS=56.0, Synergy_ZIP=22.6, Synergy_Bliss=25.4, Synergy_Loewe=26.2, Synergy_HSA=26.3. (2) Drug 1: C1C(C(OC1N2C=C(C(=O)NC2=O)F)CO)O. Drug 2: CN(CCCl)CCCl.Cl. Cell line: MALME-3M. Synergy scores: CSS=10.2, Synergy_ZIP=-1.90, Synergy_Bliss=1.47, Synergy_Loewe=-0.174, Synergy_HSA=1.75. (3) Drug 1: CC1C(C(CC(O1)OC2CC(CC3=C2C(=C4C(=C3O)C(=O)C5=C(C4=O)C(=CC=C5)OC)O)(C(=O)C)O)N)O.Cl. Drug 2: CC1=CC=C(C=C1)C2=CC(=NN2C3=CC=C(C=C3)S(=O)(=O)N)C(F)(F)F. Cell line: M14. Synergy scores: CSS=8.13, Synergy_ZIP=-2.52, Synergy_Bliss=2.74, Synergy_Loewe=-10.9, Synergy_HSA=1.53. (4) Drug 1: C1=NC2=C(N=C(N=C2N1C3C(C(C(O3)CO)O)O)F)N. Synergy scores: CSS=0.865, Synergy_ZIP=-2.07, Synergy_Bliss=-0.182, Synergy_Loewe=-1.10, Synergy_HSA=-0.576. Cell line: ACHN. Drug 2: CCN(CC)CCNC(=O)C1=C(NC(=C1C)C=C2C3=C(C=CC(=C3)F)NC2=O)C. (5) Cell line: HL-60(TB). Drug 1: C1=CC(=C2C(=C1NCCNCCO)C(=O)C3=C(C=CC(=C3C2=O)O)O)NCCNCCO. Synergy scores: CSS=58.3, Synergy_ZIP=-2.11, Synergy_Bliss=-5.49, Synergy_Loewe=-6.40, Synergy_HSA=-4.41. Drug 2: C1=NC2=C(N=C(N=C2N1C3C(C(C(O3)CO)O)O)F)N. (6) Drug 1: C1=NC2=C(N1)C(=S)N=CN2. Drug 2: CC1CCC2CC(C(=CC=CC=CC(CC(C(=O)C(C(C(=CC(C(=O)CC(OC(=O)C3CCCCN3C(=O)C(=O)C1(O2)O)C(C)CC4CCC(C(C4)OC)O)C)C)O)OC)C)C)C)OC. Cell line: LOX IMVI. Synergy scores: CSS=3.77, Synergy_ZIP=1.34, Synergy_Bliss=4.10, Synergy_Loewe=2.69, Synergy_HSA=1.82.